From a dataset of Forward reaction prediction with 1.9M reactions from USPTO patents (1976-2016). Predict the product of the given reaction. (1) Given the reactants [Cl:1][C:2]1[CH:3]=[C:4]([NH:9][C:10]2[C:19]3[C:14](=[CH:15][CH:16]=[C:17]([C:20]([N:22]([CH3:28])[CH2:23][C:24]([F:27])([F:26])[F:25])=O)[CH:18]=3)[N:13]=[C:12]([C:29]3[CH:30]=[N:31][CH:32]=[CH:33][CH:34]=3)[N:11]=2)[CH:5]=[CH:6][C:7]=1[F:8].B.C1COCC1, predict the reaction product. The product is: [Cl:1][C:2]1[CH:3]=[C:4]([NH:9][C:10]2[C:19]3[C:14](=[CH:15][CH:16]=[C:17]([CH2:20][N:22]([CH3:28])[CH2:23][C:24]([F:27])([F:25])[F:26])[CH:18]=3)[N:13]=[C:12]([C:29]3[CH:30]=[N:31][CH:32]=[CH:33][CH:34]=3)[N:11]=2)[CH:5]=[CH:6][C:7]=1[F:8]. (2) Given the reactants [N:1]1[C:6]2[NH:7][CH:8]=[CH:9][C:5]=2[C:4]([N:10]2[C@H:18]3[C@H:13]([N:14]([C:19]([NH:21][CH2:22][C:23]4[CH:32]=[CH:31][C:26]([C:27]([O:29]C)=[O:28])=[CH:25][CH:24]=4)=[O:20])[CH2:15][CH2:16][CH2:17]3)[CH2:12][CH2:11]2)=[N:3][CH:2]=1.[OH-].[Li+], predict the reaction product. The product is: [N:1]1[C:6]2[NH:7][CH:8]=[CH:9][C:5]=2[C:4]([N:10]2[C@H:18]3[C@H:13]([N:14]([C:19]([NH:21][CH2:22][C:23]4[CH:24]=[CH:25][C:26]([C:27]([OH:29])=[O:28])=[CH:31][CH:32]=4)=[O:20])[CH2:15][CH2:16][CH2:17]3)[CH2:12][CH2:11]2)=[N:3][CH:2]=1. (3) Given the reactants [CH3:1][C:2]1([CH3:22])[N:7]2[N:8]=[CH:9][C:10]([C:11]([O:13]CC)=[O:12])=[C:6]2[NH:5][CH:4]([C:16]2[CH:21]=[CH:20][CH:19]=[CH:18][CH:17]=2)[CH2:3]1.[OH-].[K+].O.Cl, predict the reaction product. The product is: [CH3:1][C:2]1([CH3:22])[N:7]2[N:8]=[CH:9][C:10]([C:11]([OH:13])=[O:12])=[C:6]2[NH:5][CH:4]([C:16]2[CH:21]=[CH:20][CH:19]=[CH:18][CH:17]=2)[CH2:3]1. (4) Given the reactants [O:1]=[C:2]1[N:25]([CH2:26][CH2:27][CH2:28][CH2:29][CH2:30][CH2:31][C:32]([OH:34])=[O:33])[C:6]2=[N:7][C:8]([C:18]3[CH:23]=[CH:22][C:21]([CH3:24])=[CH:20][CH:19]=3)=[C:9]([C:11]3[CH:16]=[CH:15][C:14]([CH3:17])=[CH:13][CH:12]=3)[N:10]=[C:5]2[CH2:4][CH2:3]1.C[Si]([N-][Si](C)(C)C)(C)C.[Li+].CC1(C)C23[C@@]4(ON4S(=O)(=[O:53])C2)C(Cl)(Cl)[C@H]1CC3, predict the reaction product. The product is: [OH:53][CH:3]1[C:2](=[O:1])[N:25]([CH2:26][CH2:27][CH2:28][CH2:29][CH2:30][CH2:31][C:32]([OH:34])=[O:33])[C:6]2=[N:7][C:8]([C:18]3[CH:23]=[CH:22][C:21]([CH3:24])=[CH:20][CH:19]=3)=[C:9]([C:11]3[CH:12]=[CH:13][C:14]([CH3:17])=[CH:15][CH:16]=3)[N:10]=[C:5]2[CH2:4]1. (5) Given the reactants I[C:2]1[C:10]2[C:5](=[N:6][CH:7]=[N:8][C:9]=2[NH2:11])[N:4]([CH2:12][C:13]2[C:14]([C:24]3[CH:29]=[CH:28][CH:27]=[CH:26][C:25]=3[C:30]([F:33])([F:32])[F:31])=[N:15][C:16]3[C:21]([CH:22]=2)=[CH:20][CH:19]=[CH:18][C:17]=3[CH3:23])[N:3]=1.[CH3:34][C:35]([OH:39])([C:37]#[CH:38])[CH3:36].C(N(CC)CC)C, predict the reaction product. The product is: [NH2:11][C:9]1[N:8]=[CH:7][N:6]=[C:5]2[N:4]([CH2:12][C:13]3[C:14]([C:24]4[CH:29]=[CH:28][CH:27]=[CH:26][C:25]=4[C:30]([F:31])([F:32])[F:33])=[N:15][C:16]4[C:21]([CH:22]=3)=[CH:20][CH:19]=[CH:18][C:17]=4[CH3:23])[N:3]=[C:2]([C:38]#[C:37][C:35]([CH3:36])([OH:39])[CH3:34])[C:10]=12. (6) Given the reactants [CH3:1][O:2][C:3]1[CH:7]=[CH:6][S:5][C:4]=1C(O)=O.C([N:13]([CH2:16]C)CC)C.[NH2:18][C:19]1[CH:24]=[CH:23][C:22]([N+:25]([O-:27])=[O:26])=[CH:21][C:20]=1[OH:28].P(N=[N+]=[N-])(OC1C=CC=CC=1)(OC1C=CC=CC=1)=[O:30], predict the reaction product. The product is: [OH:28][C:20]1[CH:21]=[C:22]([N+:25]([O-:27])=[O:26])[CH:23]=[CH:24][C:19]=1[NH:18][C:16]([NH:13][C:4]1[S:5][CH:6]=[CH:7][C:3]=1[O:2][CH3:1])=[O:30]. (7) Given the reactants [Cl:1][C:2]1[N:3]=[N:4][C:5]([CH3:16])=[C:6]([CH2:13][CH2:14][CH3:15])[C:7]=1[CH:8]1[O:12][CH2:11][CH2:10][O:9]1.C1C=C(Cl)C=C(C(OO)=[O:25])C=1.C([O-])([O-])=O.[K+].[K+], predict the reaction product. The product is: [Cl:1][C:2]1[N:3]=[N+:4]([O-:25])[C:5]([CH3:16])=[C:6]([CH2:13][CH2:14][CH3:15])[C:7]=1[CH:8]1[O:12][CH2:11][CH2:10][O:9]1.